From a dataset of Peptide-MHC class II binding affinity with 134,281 pairs from IEDB. Regression. Given a peptide amino acid sequence and an MHC pseudo amino acid sequence, predict their binding affinity value. This is MHC class II binding data. (1) The peptide sequence is LLTSGMVIFFMSPKGK. The MHC is DRB1_1301 with pseudo-sequence DRB1_1301. The binding affinity (normalized) is 0.744. (2) The peptide sequence is DKRLAAYLMLMRSPS. The MHC is DRB1_0401 with pseudo-sequence DRB1_0401. The binding affinity (normalized) is 0.819. (3) The peptide sequence is KVFIDTIPNIMFFST. The MHC is HLA-DPA10201-DPB10501 with pseudo-sequence HLA-DPA10201-DPB10501. The binding affinity (normalized) is 0.402. (4) The peptide sequence is GIAYFSMVGNWAKVL. The MHC is DRB1_0401 with pseudo-sequence DRB1_0401. The binding affinity (normalized) is 0. (5) The peptide sequence is GYKVLVLNPSVAATLGFGAY. The MHC is DRB1_0701 with pseudo-sequence DRB1_0701. The binding affinity (normalized) is 0.710. (6) The MHC is DRB1_0401 with pseudo-sequence DRB1_0401. The peptide sequence is NKSAFQSSVASGFIG. The binding affinity (normalized) is 0.603. (7) The peptide sequence is YDKFLANLSTVLTGK. The MHC is DRB1_1001 with pseudo-sequence DRB1_1001. The binding affinity (normalized) is 0.792.